From a dataset of NCI-60 drug combinations with 297,098 pairs across 59 cell lines. Regression. Given two drug SMILES strings and cell line genomic features, predict the synergy score measuring deviation from expected non-interaction effect. (1) Drug 1: CC1OCC2C(O1)C(C(C(O2)OC3C4COC(=O)C4C(C5=CC6=C(C=C35)OCO6)C7=CC(=C(C(=C7)OC)O)OC)O)O. Drug 2: C1=C(C(=O)NC(=O)N1)F. Synergy scores: CSS=37.5, Synergy_ZIP=-1.64, Synergy_Bliss=-2.14, Synergy_Loewe=5.59, Synergy_HSA=6.83. Cell line: TK-10. (2) Synergy scores: CSS=9.34, Synergy_ZIP=-5.93, Synergy_Bliss=-7.51, Synergy_Loewe=-8.87, Synergy_HSA=-7.41. Drug 1: C1=C(C(=O)NC(=O)N1)N(CCCl)CCCl. Cell line: HCC-2998. Drug 2: C1CC(C1)(C(=O)O)C(=O)O.[NH2-].[NH2-].[Pt+2]. (3) Drug 1: C1=C(C(=O)NC(=O)N1)N(CCCl)CCCl. Drug 2: CCC1=C2CN3C(=CC4=C(C3=O)COC(=O)C4(CC)O)C2=NC5=C1C=C(C=C5)O. Cell line: OVCAR-5. Synergy scores: CSS=17.4, Synergy_ZIP=-9.97, Synergy_Bliss=-0.819, Synergy_Loewe=-9.70, Synergy_HSA=0.920. (4) Drug 1: CN(CCCl)CCCl.Cl. Drug 2: C1CN(CCN1C(=O)CCBr)C(=O)CCBr. Cell line: NCI-H322M. Synergy scores: CSS=-2.39, Synergy_ZIP=3.88, Synergy_Bliss=5.19, Synergy_Loewe=0.115, Synergy_HSA=-0.167.